Dataset: CYP2C19 inhibition data for predicting drug metabolism from PubChem BioAssay. Task: Regression/Classification. Given a drug SMILES string, predict its absorption, distribution, metabolism, or excretion properties. Task type varies by dataset: regression for continuous measurements (e.g., permeability, clearance, half-life) or binary classification for categorical outcomes (e.g., BBB penetration, CYP inhibition). Dataset: cyp2c19_veith. (1) The result is 0 (non-inhibitor). The compound is CC(=O)NCCNc1cc(-c2ccccc2C(F)(F)F)ncn1. (2) The compound is O=C(O)Cc1cc2ccccc2nc1C(=O)O. The result is 0 (non-inhibitor). (3) The drug is CC(C)Oc1cccnc1N(C)C1CCN(Cc2ccccc2)CC1. The result is 0 (non-inhibitor). (4) The drug is C=CCSc1nc2c(N)ncnc2n1[C@@H]1O[C@H](CO)[C@@H](O)[C@@H]1O. The result is 0 (non-inhibitor).